Task: Predict the product of the given reaction.. Dataset: Forward reaction prediction with 1.9M reactions from USPTO patents (1976-2016) (1) Given the reactants [CH:1]1([CH2:6][CH:7]([N:11]2[C:19]3[C:14](=[CH:15][C:16]([CH3:20])=[CH:17][CH:18]=3)[C:13](=[O:21])[C:12]2=[O:22])[C:8]([OH:10])=O)[CH2:5][CH2:4][CH2:3][CH2:2]1.[CH3:23][N:24]1[CH:28]=[CH:27][C:26]([NH2:29])=[N:25]1.C(N(CC)C(C)C)(C)C.F[P-](F)(F)(F)(F)F.N1(O[P+](N(C)C)(N(C)C)N(C)C)C2C=CC=CC=2N=N1, predict the reaction product. The product is: [CH:1]1([CH2:6][CH:7]([N:11]2[C:19]3[C:14](=[CH:15][C:16]([CH3:20])=[CH:17][CH:18]=3)[C:13](=[O:21])[C:12]2=[O:22])[C:8]([NH:29][C:26]2[CH:27]=[CH:28][N:24]([CH3:23])[N:25]=2)=[O:10])[CH2:5][CH2:4][CH2:3][CH2:2]1. (2) Given the reactants C(OC(=O)[NH:7][C:8]1[CH:13]=[CH:12][C:11]([C:14]([F:17])([F:16])[F:15])=[CH:10][C:9]=1[NH2:18])(C)(C)C.C(O[C:25](=[O:41])[CH2:26][C:27](=O)[C:28]1[CH:33]=[CH:32][CH:31]=[C:30]([C:34]2[N:39]=[CH:38][CH:37]=[CH:36][N:35]=2)[CH:29]=1)(C)(C)C, predict the reaction product. The product is: [N:39]1[CH:38]=[CH:37][CH:36]=[N:35][C:34]=1[C:30]1[CH:29]=[C:28]([C:27]2[CH2:26][C:25](=[O:41])[NH:18][C:9]3[CH:10]=[C:11]([C:14]([F:15])([F:16])[F:17])[CH:12]=[CH:13][C:8]=3[N:7]=2)[CH:33]=[CH:32][CH:31]=1. (3) Given the reactants [CH2:1]([O:8][CH2:9][C@@H:10]([NH:14][C:15]([O:17][C:18]([CH3:21])([CH3:20])[CH3:19])=[O:16])[C:11]([OH:13])=O)[C:2]1[CH:7]=[CH:6][CH:5]=[CH:4][CH:3]=1.C(P1(=O)OP(CCC)(=O)OP(CCC)(=O)O1)CC.CCN(C(C)C)C(C)C.[CH3:49][N:50]1[CH2:54][C@H:53]([C:55]2[CH:60]=[CH:59][CH:58]=[CH:57][CH:56]=2)[C@:52]2([CH2:65][CH2:64][CH2:63][NH:62][CH2:61]2)[C:51]1=[O:66].CN1C[C@@H](C2C=CC=CC=2)[C@@]2(CCCNC2)C1=O, predict the reaction product. The product is: [CH2:1]([O:8][CH2:9][C@@H:10]([NH:14][C:15](=[O:16])[O:17][C:18]([CH3:21])([CH3:20])[CH3:19])[C:11]([N:62]1[CH2:63][CH2:64][CH2:65][C:52]2([C:51](=[O:66])[N:50]([CH3:49])[CH2:54][CH:53]2[C:55]2[CH:56]=[CH:57][CH:58]=[CH:59][CH:60]=2)[CH2:61]1)=[O:13])[C:2]1[CH:3]=[CH:4][CH:5]=[CH:6][CH:7]=1. (4) The product is: [CH2:20]([O:22][C:23]([C:25]1[C:26]([C:31]2[CH:36]=[CH:35][CH:34]=[C:33]([CH2:37][Br:19])[CH:32]=2)=[CH:27][CH:28]=[CH:29][CH:30]=1)=[O:24])[CH3:21]. Given the reactants C(OC(C1C=C(C2C=CC(C[Br:19])=CC=2)C=CC=1)=O)C.[CH2:20]([O:22][C:23]([C:25]1[C:26]([C:31]2[CH:36]=[CH:35][CH:34]=[C:33]([CH3:37])[CH:32]=2)=[CH:27][CH:28]=[CH:29][CH:30]=1)=[O:24])[CH3:21].BrN1C(=O)CCC1=O.N(C(C)(C)C#N)=NC(C)(C)C#N, predict the reaction product. (5) Given the reactants [C:1]([C:5]1[N:10]=[C:9]2[NH:11][N:12]=[CH:13][C:8]2=[C:7]([N:14]2[CH2:18][CH2:17][C@H:16]([O:19][Si](C(C)(C)C)(C)C)[CH2:15]2)[N:6]=1)([CH3:4])([CH3:3])[CH3:2].Cl[CH2:28][C:29]1[N:33]([CH3:34])[N:32]=[N:31][N:30]=1, predict the reaction product. The product is: [C:1]([C:5]1[N:10]=[C:9]2[N:11]([CH2:28][C:29]3[N:33]([CH3:34])[N:32]=[N:31][N:30]=3)[N:12]=[CH:13][C:8]2=[C:7]([N:14]2[CH2:18][CH2:17][C@H:16]([OH:19])[CH2:15]2)[N:6]=1)([CH3:4])([CH3:2])[CH3:3]. (6) Given the reactants [C:1]([O:5][C:6]([N:8]1[CH2:13][CH2:12][CH:11]([O:14][C:15]2[CH:20]=[C:19]([N:21]3[C:29]4[C:24](=[CH:25][C:26]([S:30]([CH3:33])(=[O:32])=[O:31])=[CH:27][CH:28]=4)[CH2:23][CH2:22]3)[N:18]=[CH:17][N:16]=2)[CH2:10][CH2:9]1)=[O:7])([CH3:4])([CH3:3])[CH3:2].C1C=CC(S(N(S(C2C=CC=CC=2)(=O)=O)[F:44])(=O)=O)=CC=1, predict the reaction product. The product is: [C:1]([O:5][C:6]([N:8]1[CH2:9][CH2:10][CH:11]([O:14][C:15]2[C:20]([F:44])=[C:19]([N:21]3[C:29]4[C:24](=[CH:25][C:26]([S:30]([CH3:33])(=[O:31])=[O:32])=[CH:27][CH:28]=4)[CH2:23][CH2:22]3)[N:18]=[CH:17][N:16]=2)[CH2:12][CH2:13]1)=[O:7])([CH3:4])([CH3:3])[CH3:2]. (7) Given the reactants [F:1][C:2]1[CH:3]=[C:4]([CH:8]=[CH:9][CH:10]=1)[C:5](Cl)=[O:6].[C:11]([NH2:20])([C:14]1[CH:19]=[CH:18][CH:17]=[CH:16][CH:15]=1)([CH3:13])[CH3:12].C(N(CC)CC)C, predict the reaction product. The product is: [F:1][C:2]1[CH:3]=[C:4]([CH:8]=[CH:9][CH:10]=1)[C:5]([NH:20][C:11]([CH3:13])([C:14]1[CH:19]=[CH:18][CH:17]=[CH:16][CH:15]=1)[CH3:12])=[O:6].